This data is from Full USPTO retrosynthesis dataset with 1.9M reactions from patents (1976-2016). The task is: Predict the reactants needed to synthesize the given product. Given the product [F:1][C:2]1[CH:3]=[C:4]2[C:8](=[CH:9][C:10]=1[F:11])[C:7](=[O:12])[C:6](=[N:19][OH:18])[CH2:5]2, predict the reactants needed to synthesize it. The reactants are: [F:1][C:2]1[CH:3]=[C:4]2[C:8](=[CH:9][C:10]=1[F:11])[C:7](=[O:12])[CH2:6][CH2:5]2.C([O:18][N:19]=O)CC(C)C.Cl.O.